From a dataset of Full USPTO retrosynthesis dataset with 1.9M reactions from patents (1976-2016). Predict the reactants needed to synthesize the given product. (1) Given the product [C:1]([O:6][CH:7]1[C:25]2[CH:26]=[CH:27][CH:28]=[CH:23][C:24]=2[CH2:30][CH2:11][CH2:15][CH2:8]1)(=[O:5])[C:2]([CH3:4])=[CH2:3], predict the reactants needed to synthesize it. The reactants are: [C:1]([O:6][CH:7]1C2O[CH:15]3[CH:8]1OC(=O)[CH:11]3C2)(=[O:5])[C:2]([CH3:4])=[CH2:3].C(O[C:23]1[CH:28]=[CH:27][CH:26]=[C:25](O)[C:24]=1[CH3:30])(=O)C(C)=C. (2) The reactants are: Br[C:2]1[CH:3]=[C:4]([NH2:10])[C:5]([O:8][CH3:9])=[N:6][CH:7]=1.[CH3:11][C:12]1([CH3:28])[C:16]([CH3:18])([CH3:17])[O:15][B:14]([B:14]2[O:15][C:16]([CH3:18])([CH3:17])[C:12]([CH3:28])([CH3:11])[O:13]2)[O:13]1.C([O-])(=O)C.[K+]. Given the product [CH3:9][O:8][C:5]1[C:4]([NH2:10])=[CH:3][C:2]([B:14]2[O:15][C:16]([CH3:18])([CH3:17])[C:12]([CH3:28])([CH3:11])[O:13]2)=[CH:7][N:6]=1, predict the reactants needed to synthesize it. (3) Given the product [CH3:26][N:14]1[C:15]2[C:11](=[CH:10][C:9]([C:6]3[CH:7]=[CH:8][C:3]([C:2]([F:21])([F:1])[F:22])=[CH:4][CH:5]=3)=[CH:17][CH:16]=2)[C:12]([CH2:18][C:19]#[N:20])=[CH:13]1, predict the reactants needed to synthesize it. The reactants are: [F:1][C:2]([F:22])([F:21])[C:3]1[CH:8]=[CH:7][C:6]([C:9]2[CH:10]=[C:11]3[C:15](=[CH:16][CH:17]=2)[NH:14][CH:13]=[C:12]3[CH2:18][C:19]#[N:20])=[CH:5][CH:4]=1.[H-].[Na+].I[CH3:26]. (4) Given the product [F:1][C:2]1[CH:7]=[CH:6][C:5]([CH:8]([OH:38])[CH2:9][N:10]2[C:15](=[O:16])[C:14]([CH2:17][C:18]3[CH:23]=[CH:22][C:21]([C:24]4[C:25]([C:30]#[N:31])=[CH:26][CH:27]=[CH:28][CH:29]=4)=[CH:20][CH:19]=3)=[C:13]([CH2:32][CH2:33][CH3:34])[N:12]3[N:35]=[CH:36][N:37]=[C:11]23)=[CH:4][CH:3]=1, predict the reactants needed to synthesize it. The reactants are: [F:1][C:2]1[CH:7]=[CH:6][C:5]([C:8](=[O:38])[CH2:9][N:10]2[C:15](=[O:16])[C:14]([CH2:17][C:18]3[CH:23]=[CH:22][C:21]([C:24]4[C:25]([C:30]#[N:31])=[CH:26][CH:27]=[CH:28][CH:29]=4)=[CH:20][CH:19]=3)=[C:13]([CH2:32][CH2:33][CH3:34])[N:12]3[N:35]=[CH:36][N:37]=[C:11]23)=[CH:4][CH:3]=1.[BH4-].[Na+]. (5) Given the product [Cl:12][C:9]1[N:10]=[C:11]2[C:6](=[CH:7][CH:8]=1)[N:5]=[CH:4][C:3]([C:13]([O:15][CH2:16][CH3:17])=[O:14])=[C:2]2[NH:26][C:22]1[CH:23]=[CH:24][CH:25]=[C:20]([C:19]([F:18])([F:27])[F:28])[CH:21]=1, predict the reactants needed to synthesize it. The reactants are: Cl[C:2]1[C:11]2[C:6](=[CH:7][CH:8]=[C:9]([Cl:12])[N:10]=2)[N:5]=[CH:4][C:3]=1[C:13]([O:15][CH2:16][CH3:17])=[O:14].[F:18][C:19]([F:28])([F:27])[C:20]1[CH:21]=[C:22]([NH2:26])[CH:23]=[CH:24][CH:25]=1.C(=O)([O-])[O-].[K+].[K+].C(OCC)(=O)C. (6) Given the product [Cl:1][C:2]1[CH:3]=[CH:4][C:5]([S:8]([N:11]([CH:17]([CH2:21][CH3:22])[C:18](=[O:20])[CH:40]=[N+:38]=[N-:39])[CH:12]([CH2:15][CH3:16])[C:13]#[CH:14])(=[O:10])=[O:9])=[CH:6][CH:7]=1, predict the reactants needed to synthesize it. The reactants are: [Cl:1][C:2]1[CH:7]=[CH:6][C:5]([S:8]([N:11]([CH:17]([CH2:21][CH3:22])[C:18]([OH:20])=O)[CH:12]([CH2:15][CH3:16])[C:13]#[CH:14])(=[O:10])=[O:9])=[CH:4][CH:3]=1.C(N(CC)CC)C.ClC(OCC(C)C)=O.[N+:38](=[CH2:40])=[N-:39].